Dataset: Catalyst prediction with 721,799 reactions and 888 catalyst types from USPTO. Task: Predict which catalyst facilitates the given reaction. (1) Reactant: [CH2:1]([C:3]1[CH:8]=[C:7]([OH:9])[CH:6]=[CH:5][C:4]=1[C:10]1[N:14]=[C:13]([C:15]2[CH:16]=[CH:17][C:18]([O:23][CH:24]([CH3:26])[CH3:25])=[C:19]([CH:22]=2)[C:20]#[N:21])[O:12][N:11]=1)[CH3:2].C(=O)([O-])[O-].[K+].[K+].Br[CH2:34][CH2:35][CH2:36][CH2:37][C:38]([O:40][CH2:41][CH3:42])=[O:39]. Product: [C:20]([C:19]1[CH:22]=[C:15]([C:13]2[O:12][N:11]=[C:10]([C:4]3[CH:5]=[CH:6][C:7]([O:9][CH2:34][CH2:35][CH2:36][CH2:37][C:38]([O:40][CH2:41][CH3:42])=[O:39])=[CH:8][C:3]=3[CH2:1][CH3:2])[N:14]=2)[CH:16]=[CH:17][C:18]=1[O:23][CH:24]([CH3:25])[CH3:26])#[N:21]. The catalyst class is: 42. (2) Reactant: [Cl:1][C:2]1[N:7]=[C:6](Cl)[C:5]([C:9]2[CH:14]=[CH:13][CH:12]=[CH:11][CH:10]=2)=[CH:4][N:3]=1.C(N(CC)CC)C.[CH:22]1([C:25]2[CH:26]=[C:27]([NH2:30])[NH:28][N:29]=2)[CH2:24][CH2:23]1. Product: [Cl:1][C:2]1[N:7]=[C:6]([NH:30][C:27]2[NH:28][N:29]=[C:25]([CH:22]3[CH2:24][CH2:23]3)[CH:26]=2)[C:5]([C:9]2[CH:14]=[CH:13][CH:12]=[CH:11][CH:10]=2)=[CH:4][N:3]=1. The catalyst class is: 8.